From a dataset of Forward reaction prediction with 1.9M reactions from USPTO patents (1976-2016). Predict the product of the given reaction. (1) Given the reactants C(=O)([O-])[O-].[K+].[K+].Br[CH2:8][CH2:9][CH2:10]Br.[OH:12][C:13]1[CH:14]=[C:15]([CH:18]=[C:19]([O:22][CH3:23])[C:20]=1[OH:21])[CH:16]=[O:17].O, predict the reaction product. The product is: [CH3:23][O:22][C:19]1[C:20]2[O:21][CH2:8][CH2:9][CH2:10][O:12][C:13]=2[CH:14]=[C:15]([CH:16]=[O:17])[CH:18]=1. (2) The product is: [CH3:13][N:14]([CH3:15])[CH2:9][CH2:8][C:7]1[CH:11]=[CH:12][C:4]([N+:1]([O-:3])=[O:2])=[CH:5][CH:6]=1. Given the reactants [N+:1]([C:4]1[CH:12]=[CH:11][C:7]([CH2:8][CH2:9]Br)=[CH:6][CH:5]=1)([O-:3])=[O:2].[CH3:13][NH:14][CH3:15], predict the reaction product.